From a dataset of Forward reaction prediction with 1.9M reactions from USPTO patents (1976-2016). Predict the product of the given reaction. (1) Given the reactants [H-].[Al+3].[Li+].[H-].[H-].[H-].[CH:7]1([CH2:10][C:11](=[O:15])[CH2:12][CH:13]=[CH2:14])[CH2:9][CH2:8]1, predict the reaction product. The product is: [CH:7]1([CH2:10][CH:11]([OH:15])[CH2:12][CH:13]=[CH2:14])[CH2:9][CH2:8]1. (2) Given the reactants [NH2:1][CH2:2][C:3]1[N:4]([CH2:22][CH:23]([CH3:25])[CH3:24])[C:5](=[O:21])[C:6]2[C:11]([C:12]=1[C:13]1[CH:18]=[CH:17][CH:16]=[CH:15][CH:14]=1)=[CH:10][C:9]([S:19][CH3:20])=[CH:8][CH:7]=2.S(=O)(=O)(O)[OH:27].OOS([O-])=O.[K+].C(=O)([O-])O.[Na+], predict the reaction product. The product is: [NH2:1][CH2:2][C:3]1[N:4]([CH2:22][CH:23]([CH3:25])[CH3:24])[C:5](=[O:21])[C:6]2[C:11]([C:12]=1[C:13]1[CH:18]=[CH:17][CH:16]=[CH:15][CH:14]=1)=[CH:10][C:9]([S:19]([CH3:20])=[O:27])=[CH:8][CH:7]=2.